This data is from NCI-60 drug combinations with 297,098 pairs across 59 cell lines. The task is: Regression. Given two drug SMILES strings and cell line genomic features, predict the synergy score measuring deviation from expected non-interaction effect. (1) Drug 1: CS(=O)(=O)OCCCCOS(=O)(=O)C. Cell line: NCI-H226. Synergy scores: CSS=1.57, Synergy_ZIP=1.84, Synergy_Bliss=5.17, Synergy_Loewe=4.88, Synergy_HSA=2.09. Drug 2: CC(C)(C#N)C1=CC(=CC(=C1)CN2C=NC=N2)C(C)(C)C#N. (2) Drug 1: CC1=C2C(C(=O)C3(C(CC4C(C3C(C(C2(C)C)(CC1OC(=O)C(C(C5=CC=CC=C5)NC(=O)OC(C)(C)C)O)O)OC(=O)C6=CC=CC=C6)(CO4)OC(=O)C)OC)C)OC. Drug 2: C1=CC=C(C=C1)NC(=O)CCCCCCC(=O)NO. Cell line: SNB-75. Synergy scores: CSS=23.6, Synergy_ZIP=-11.4, Synergy_Bliss=-6.80, Synergy_Loewe=-7.04, Synergy_HSA=-4.51. (3) Drug 1: CNC(=O)C1=CC=CC=C1SC2=CC3=C(C=C2)C(=NN3)C=CC4=CC=CC=N4. Drug 2: CC1=C(C=C(C=C1)NC2=NC=CC(=N2)N(C)C3=CC4=NN(C(=C4C=C3)C)C)S(=O)(=O)N.Cl. Cell line: HOP-62. Synergy scores: CSS=7.77, Synergy_ZIP=0.782, Synergy_Bliss=7.25, Synergy_Loewe=4.61, Synergy_HSA=4.65. (4) Drug 1: CC1CCC2CC(C(=CC=CC=CC(CC(C(=O)C(C(C(=CC(C(=O)CC(OC(=O)C3CCCCN3C(=O)C(=O)C1(O2)O)C(C)CC4CCC(C(C4)OC)O)C)C)O)OC)C)C)C)OC. Drug 2: CC1C(C(CC(O1)OC2CC(CC3=C2C(=C4C(=C3O)C(=O)C5=C(C4=O)C(=CC=C5)OC)O)(C(=O)CO)O)N)O.Cl. Cell line: NCI-H460. Synergy scores: CSS=50.4, Synergy_ZIP=2.86, Synergy_Bliss=1.12, Synergy_Loewe=-3.14, Synergy_HSA=3.31. (5) Drug 1: C1CC(C1)(C(=O)O)C(=O)O.[NH2-].[NH2-].[Pt+2]. Drug 2: CC12CCC3C(C1CCC2O)C(CC4=C3C=CC(=C4)O)CCCCCCCCCS(=O)CCCC(C(F)(F)F)(F)F. Cell line: SF-295. Synergy scores: CSS=4.17, Synergy_ZIP=-4.39, Synergy_Bliss=-0.0346, Synergy_Loewe=-6.89, Synergy_HSA=-3.71.